Dataset: Retrosynthesis with 50K atom-mapped reactions and 10 reaction types from USPTO. Task: Predict the reactants needed to synthesize the given product. Given the product COc1ccc(C)cc1NC(=O)Nc1ccc(N2CCN(C(=O)OC(C)(C)C)C(C)C2)cc1, predict the reactants needed to synthesize it. The reactants are: CC1CN(c2ccc(N)cc2)CCN1C(=O)OC(C)(C)C.COc1ccc(C)cc1N=C=O.